Dataset: Full USPTO retrosynthesis dataset with 1.9M reactions from patents (1976-2016). Task: Predict the reactants needed to synthesize the given product. (1) The reactants are: [CH3:1][CH:2]([CH2:4][CH2:5][CH2:6][C@H:7]([C@@H:9]1[C@:27]2([CH3:28])[C@H:12]([C@H:13]3[C@H:24]([CH2:25][CH2:26]2)[C@:22]2([CH3:23])[C:16]([CH2:17][C@H:18]([CH2:20][CH2:21]2)[OH:19])=[CH:15][CH2:14]3)[CH2:11][CH2:10]1)[CH3:8])[CH3:3].[CH3:29][C:30](C)([O-:32])[CH3:31].[Li+].C(C1OC1)Br. Given the product [CH2:29]([CH2:3][CH:2]([CH2:4][CH2:5][CH2:6][C@H:7]([C@@H:9]1[C@:27]2([CH3:28])[C@H:12]([C@H:13]3[C@H:24]([CH2:25][CH2:26]2)[C@:22]2([CH3:23])[C:16]([CH2:17][C@H:18]([CH2:20][CH2:21]2)[OH:19])=[CH:15][CH2:14]3)[CH2:11][CH2:10]1)[CH3:8])[CH3:1])[CH:30]1[O:32][CH2:31]1, predict the reactants needed to synthesize it. (2) Given the product [CH3:13][O:14][C:15]([C:17]1[CH:18]=[C:19]([CH3:41])[C:20]2[O:26][C:25]3[C:27]([Cl:37])=[CH:28][C:29]([N:31]4[CH2:32][CH2:33][N:34]([CH2:7][C:6]5[CH:9]=[CH:10][C:3]([C:2]([F:12])([F:11])[F:1])=[CH:4][CH:5]=5)[CH2:35][CH2:36]4)=[CH:30][C:24]=3[CH2:23][S:22](=[O:38])(=[O:39])[C:21]=2[CH:40]=1)=[O:16], predict the reactants needed to synthesize it. The reactants are: [F:1][C:2]([F:12])([F:11])[C:3]1[CH:10]=[CH:9][C:6]([CH:7]=O)=[CH:5][CH:4]=1.[CH3:13][O:14][C:15]([C:17]1[CH:18]=[C:19]([CH3:41])[C:20]2[O:26][C:25]3[C:27]([Cl:37])=[CH:28][C:29]([N:31]4[CH2:36][CH2:35][NH:34][CH2:33][CH2:32]4)=[CH:30][C:24]=3[CH2:23][S:22](=[O:39])(=[O:38])[C:21]=2[CH:40]=1)=[O:16].C([BH3-])#N.[Na+]. (3) The reactants are: [ClH:1].[CH3:2][C:3]1[CH:8]=[C:7]([CH3:9])[N:6]=[CH:5][C:4]=1[C:10]1[NH:18][C:17]2[CH2:16][CH2:15][NH:14][CH2:13][C:12]=2[CH:11]=1.C([Cl:22])(=O)C. Given the product [ClH:22].[CH3:2][C:3]1[CH:8]=[C:7]([CH3:9])[N:6]=[CH:5][C:4]=1[C:10]1[NH:18][C:17]2[CH2:16][CH2:15][NH:14][CH2:13][C:12]=2[CH:11]=1.[ClH:1], predict the reactants needed to synthesize it. (4) Given the product [Cl-:1].[Cl-:1].[Cl-:1].[Cl-:1].[CH2:2]([N+:4]1[CH:8]=[CH:7][N:6]([CH3:9])[CH:5]=1)[CH3:3].[CH2:2]([N+:4]1[CH:8]=[CH:7][N:6]([CH3:9])[CH:5]=1)[CH3:3].[CH2:2]([N+:4]1[CH:8]=[CH:7][N:6]([CH3:9])[CH:5]=1)[CH3:3].[CH2:2]([N+:4]1[CH:8]=[CH:7][N:6]([CH3:9])[CH:5]=1)[CH3:3], predict the reactants needed to synthesize it. The reactants are: [Cl-:1].[CH2:2]([N+:4]1[CH:8]=[CH:7][N:6]([CH3:9])[CH:5]=1)[CH3:3].[Cl-].[Cl-].[Cl-].[Al+3].[NH+]1C=CNC=1. (5) Given the product [N:17]1[N:18]2[CH2:23][CH2:22][CH2:21][NH:20][C:19]2=[C:15]([C:8]2[CH:9]=[CH:10][C:5]([C:3]([O:2][CH3:1])=[O:4])=[CH:6][CH:7]=2)[CH:16]=1, predict the reactants needed to synthesize it. The reactants are: [CH3:1][O:2][C:3]([C:5]1[CH:10]=[CH:9][C:8](B(O)O)=[CH:7][CH:6]=1)=[O:4].Br[C:15]1[CH:16]=[N:17][N:18]2[CH2:23][CH2:22][CH2:21][NH:20][C:19]=12.C(=O)([O-])[O-].[K+].[K+].C1(P(C2CCCCC2)C2C=CC=CC=2C2C(OC)=CC=CC=2OC)CCCCC1.[F-].[Cs+]. (6) Given the product [ClH:1].[Cl:15][C:16]1[CH:17]=[C:18]([C:2]2[CH:3]=[C:4]([CH2:8][N:9]3[CH:13]=[CH:12][N:11]=[C:10]3[CH3:14])[N:5]=[N:6][CH:7]=2)[CH:19]=[CH:20][C:21]=1[F:22], predict the reactants needed to synthesize it. The reactants are: [Cl:1][C:2]1[CH:3]=[C:4]([CH2:8][N:9]2[CH:13]=[CH:12][N:11]=[C:10]2[CH3:14])[N:5]=[N:6][CH:7]=1.[Cl:15][C:16]1[CH:17]=[C:18](B(O)O)[CH:19]=[CH:20][C:21]=1[F:22].C([O-])([O-])=O.[K+].[K+].Cl.CCOCC. (7) Given the product [Cl:19][C:20]([Cl:25])([Cl:24])[C:21]([NH:1][C:2]1[CH:7]=[CH:6][C:5]([C:8]([F:9])([F:10])[F:11])=[C:4]([Cl:12])[CH:3]=1)=[O:22], predict the reactants needed to synthesize it. The reactants are: [NH2:1][C:2]1[CH:7]=[CH:6][C:5]([C:8]([F:11])([F:10])[F:9])=[C:4]([Cl:12])[CH:3]=1.N1C=CC=CC=1.[Cl:19][C:20]([Cl:25])([Cl:24])[C:21](Cl)=[O:22]. (8) The reactants are: [O:1]=[C:2]1[CH:20]=[C:19]([CH:21]2[CH2:26][CH2:25][N:24](C(OC(C)(C)C)=O)[CH2:23][CH2:22]2)[N:5]2[N:6]=[C:7]3[C:12]([C:11]([C:13]4[CH:14]=[N:15][CH:16]=[CH:17][CH:18]=4)=[CH:10][CH:9]=[CH:8]3)=[C:4]2[NH:3]1.[ClH:34]. Given the product [ClH:34].[NH:24]1[CH2:25][CH2:26][CH:21]([C:19]2[N:5]3[N:6]=[C:7]4[C:12]([C:11]([C:13]5[CH:14]=[N:15][CH:16]=[CH:17][CH:18]=5)=[CH:10][CH:9]=[CH:8]4)=[C:4]3[NH:3][C:2](=[O:1])[CH:20]=2)[CH2:22][CH2:23]1, predict the reactants needed to synthesize it. (9) The reactants are: [F:1][C:2]([F:14])([F:13])[C:3]([C:5]1[S:9][C:8]([C:10]([OH:12])=O)=[CH:7][CH:6]=1)=[O:4].C1N=CN(C(N2C=NC=C2)=O)C=1.[CH2:27]([O:29][C:30]1[CH:39]=[CH:38][CH:37]=[CH:36][C:31]=1[C:32]([NH:34][NH2:35])=O)[CH3:28]. Given the product [CH2:27]([O:29][C:30]1[CH:39]=[CH:38][CH:37]=[CH:36][C:31]=1[C:32]1[O:12][C:10]([C:8]2[S:9][C:5]([C:3](=[O:4])[C:2]([F:1])([F:14])[F:13])=[CH:6][CH:7]=2)=[N:35][N:34]=1)[CH3:28], predict the reactants needed to synthesize it.